This data is from Reaction yield outcomes from USPTO patents with 853,638 reactions. The task is: Predict the reaction yield, written as a fraction of the theoretical maximum amount of product (1.0 means a 100% yield; for example, 0.34 means a 34% yield). (1) The reactants are Br[CH2:2][C:3](=O)[CH2:4][CH2:5][CH2:6][CH3:7].[NH2:9][C:10]1[N:15]=[N:14][C:13]([N:16]2[CH2:21][CH2:20][N:19]([C:22]([C:24]3[CH:29]=[CH:28][CH:27]=[CH:26][C:25]=3[C:30]([F:33])([F:32])[F:31])=[O:23])[CH2:18][CH2:17]2)=[CH:12][CH:11]=1. No catalyst specified. The product is [CH2:4]([C:3]1[N:9]=[C:10]2[CH:11]=[CH:12][C:13]([N:16]3[CH2:17][CH2:18][N:19]([C:22]([C:24]4[CH:29]=[CH:28][CH:27]=[CH:26][C:25]=4[C:30]([F:33])([F:32])[F:31])=[O:23])[CH2:20][CH2:21]3)=[N:14][N:15]2[CH:2]=1)[CH2:5][CH2:6][CH3:7]. The yield is 0.420. (2) The catalyst is ClCCCl. The yield is 0.720. The reactants are [F:1][C:2]([F:25])([F:24])[C:3]1[CH:8]=[CH:7][CH:6]=[CH:5][C:4]=1[CH2:9][NH:10][CH:11]1[CH2:16][CH2:15][N:14]([C:17]([O:19][C:20]([CH3:23])([CH3:22])[CH3:21])=[O:18])[CH2:13][CH2:12]1.[CH:26]1([CH:29]=O)[CH2:28][CH2:27]1.[Na].[OH-].[Na+]. The product is [F:25][C:2]([F:24])([F:1])[C:3]1[CH:8]=[CH:7][CH:6]=[CH:5][C:4]=1[CH2:9][N:10]([CH2:29][CH:26]1[CH2:28][CH2:27]1)[CH:11]1[CH2:12][CH2:13][N:14]([C:17]([O:19][C:20]([CH3:22])([CH3:21])[CH3:23])=[O:18])[CH2:15][CH2:16]1. (3) The reactants are I[C:2]1[NH:6][C:5]([CH3:7])=[N:4][C:3]=1[C:8]([F:11])([F:10])[F:9].C([O-])([O-])=O.[K+].[K+].CO.CO[CH2:22][CH2:23]OC. The product is [CH3:7][C:5]1[NH:6][C:2]([CH:22]=[CH2:23])=[C:3]([C:8]([F:11])([F:10])[F:9])[N:4]=1. The yield is 0.720. The catalyst is O.C1C=CC([P]([Pd]([P](C2C=CC=CC=2)(C2C=CC=CC=2)C2C=CC=CC=2)([P](C2C=CC=CC=2)(C2C=CC=CC=2)C2C=CC=CC=2)[P](C2C=CC=CC=2)(C2C=CC=CC=2)C2C=CC=CC=2)(C2C=CC=CC=2)C2C=CC=CC=2)=CC=1. (4) The reactants are N.[C:2]([O:6][C:7]([C:9]1([C:14]([OH:16])=O)[CH2:13][CH2:12][CH2:11][CH2:10]1)=[O:8])([CH3:5])([CH3:4])[CH3:3].C[N:18](C(ON1N=NC2C=CC=CC1=2)=[N+](C)C)C.[B-](F)(F)(F)F. The catalyst is CS(C)=O. The product is [C:2]([O:6][C:7]([C:9]1([C:14]([NH2:18])=[O:16])[CH2:13][CH2:12][CH2:11][CH2:10]1)=[O:8])([CH3:5])([CH3:4])[CH3:3]. The yield is 0.660. (5) The reactants are [C:1]([O:5][C:6]([N:8]1[C:17]2[C:12](=[CH:13][CH:14]=[C:15]([CH2:18][C:19](OCC)=[O:20])[N:16]=2)[CH2:11][CH2:10][CH2:9]1)=[O:7])([CH3:4])([CH3:3])[CH3:2].[BH4-].[Li+].[Cl-].[NH4+]. The catalyst is O1CCCC1. The product is [C:1]([O:5][C:6]([N:8]1[C:17]2[C:12](=[CH:13][CH:14]=[C:15]([CH2:18][CH2:19][OH:20])[N:16]=2)[CH2:11][CH2:10][CH2:9]1)=[O:7])([CH3:4])([CH3:3])[CH3:2]. The yield is 0.490. (6) The reactants are O1CCCCC1N1C2C(=CC(B3OC(C)(C)C(C)(C)O3)=CC=2)C(C=O)=N1.C(OC(=O)N(CC1C=NC=C(Br)C=1C)C)(C)(C)C.P([O-])([O-])([O-])=O.[K+].[K+].[K+].[C:53]([O:57][C:58](=[O:87])[N:59]([CH2:85]C)[CH2:60][C:61]1[CH:62]=[N:63][CH:64]=[C:65]([C:68]2[CH:69]=[C:70]3[C:74](=[CH:75][CH:76]=2)[N:73]([CH:77]2[CH2:82][CH2:81][CH2:80][CH2:79][O:78]2)[N:72]=[C:71]3[CH:83]=[O:84])[C:66]=1[CH3:67])([CH3:56])([CH3:55])[CH3:54]. The catalyst is CN(C)C(=O)C.[Pd].C1(P(C2C=CC=CC=2)C2C=CC=CC=2)C=CC=CC=1.C1(P(C2C=CC=CC=2)C2C=CC=CC=2)C=CC=CC=1.C1(P(C2C=CC=CC=2)C2C=CC=CC=2)C=CC=CC=1.C1(P(C2C=CC=CC=2)C2C=CC=CC=2)C=CC=CC=1.O. The product is [C:53]([O:57][C:58](=[O:87])[N:59]([CH2:60][C:61]1[CH:62]=[N:63][CH:64]=[C:65]([C:68]2[CH:69]=[C:70]3[C:74](=[CH:75][CH:76]=2)[N:73]([CH:77]2[CH2:82][CH2:81][CH2:80][CH2:79][O:78]2)[N:72]=[C:71]3[CH:83]=[O:84])[C:66]=1[CH3:67])[CH3:85])([CH3:56])([CH3:54])[CH3:55]. The yield is 0.740. (7) The reactants are C([Li])CCC.[C:6]([O:10][C:11]([N:13]1[CH2:25][C@@H:24]([CH3:26])[N:23]2[C@H:15]([CH2:16][C:17]3[C:22]2=[N:21][C:20](Br)=[CH:19][CH:18]=3)[CH2:14]1)=[O:12])([CH3:9])([CH3:8])[CH3:7].[CH2:28]([S:30]SCC)[CH3:29].C([O-])(=O)C.[NH4+]. The catalyst is O1CCCC1.CO.O. The product is [C:6]([O:10][C:11]([N:13]1[CH2:25][C@@H:24]([CH3:26])[N:23]2[C@H:15]([CH2:16][C:17]3[C:22]2=[N:21][C:20]([S:30][CH2:28][CH3:29])=[CH:19][CH:18]=3)[CH2:14]1)=[O:12])([CH3:9])([CH3:8])[CH3:7]. The yield is 0.530.